Dataset: Forward reaction prediction with 1.9M reactions from USPTO patents (1976-2016). Task: Predict the product of the given reaction. (1) Given the reactants [C:1]([C:5]1[CH:10]=[CH:9][C:8]([S:11]([NH:14][C:15]2[CH:20]=[CH:19][C:18]([Cl:21])=[CH:17][C:16]=2[N:22]2[C:30]3[CH2:29][CH2:28][CH2:27][NH:26][C:25]=3[N:24]=[N:23]2)(=[O:13])=[O:12])=[CH:7][CH:6]=1)([CH3:4])([CH3:3])[CH3:2].[CH3:31][S:32](Cl)(=[O:34])=[O:33], predict the reaction product. The product is: [C:1]([C:5]1[CH:10]=[CH:9][C:8]([S:11]([NH:14][C:15]2[CH:20]=[CH:19][C:18]([Cl:21])=[CH:17][C:16]=2[N:22]2[C:30]3[CH2:29][CH2:28][CH2:27][N:26]([S:32]([CH3:31])(=[O:34])=[O:33])[C:25]=3[N:24]=[N:23]2)(=[O:12])=[O:13])=[CH:7][CH:6]=1)([CH3:4])([CH3:2])[CH3:3]. (2) Given the reactants [F:1][CH2:2][CH2:3][N:4]1[CH2:9][CH2:8][N:7]([C:10]2[CH:15]=[CH:14][C:13]([N+:16]([O-])=O)=[CH:12][C:11]=2[F:19])[CH2:6][CH2:5]1, predict the reaction product. The product is: [F:19][C:11]1[CH:12]=[C:13]([NH2:16])[CH:14]=[CH:15][C:10]=1[N:7]1[CH2:8][CH2:9][N:4]([CH2:3][CH2:2][F:1])[CH2:5][CH2:6]1. (3) The product is: [Br:1][C:2]1[C:3]([F:11])=[CH:4][C:5]([F:10])=[C:6]([CH:7]([C:17]2[CH:18]=[CH:19][C:14]([O:13][CH3:12])=[CH:15][CH:16]=2)[OH:8])[CH:9]=1. Given the reactants [Br:1][C:2]1[C:3]([F:11])=[CH:4][C:5]([F:10])=[C:6]([CH:9]=1)[CH:7]=[O:8].[CH3:12][O:13][C:14]1[CH:19]=[CH:18][C:17]([Mg]Br)=[CH:16][CH:15]=1.O, predict the reaction product. (4) The product is: [CH:26]([S:23]([C:20]1[CH:21]=[CH:22][C:17]([C:14]2[N:15]=[C:16]3[C:8]([NH:47][C:39](=[O:46])[C:40]4[CH:45]=[CH:44][CH:43]=[CH:42][CH:41]=4)=[CH:9][N:10]([S:29]([C:32]4[CH:37]=[CH:36][C:35]([CH3:38])=[CH:34][CH:33]=4)(=[O:31])=[O:30])[C:11]3=[N:12][CH:13]=2)=[CH:18][CH:19]=1)(=[O:24])=[O:25])([CH3:27])[CH3:28]. Given the reactants CNCCNC.I[C:8]1[C:16]2[C:11](=[N:12][CH:13]=[C:14]([C:17]3[CH:22]=[CH:21][C:20]([S:23]([CH:26]([CH3:28])[CH3:27])(=[O:25])=[O:24])=[CH:19][CH:18]=3)[N:15]=2)[N:10]([S:29]([C:32]2[CH:37]=[CH:36][C:35]([CH3:38])=[CH:34][CH:33]=2)(=[O:31])=[O:30])[CH:9]=1.[C:39]([NH2:47])(=[O:46])[C:40]1[CH:45]=[CH:44][CH:43]=[CH:42][CH:41]=1.[O-]P([O-])([O-])=O.[K+].[K+].[K+], predict the reaction product. (5) Given the reactants [F:1][C:2]([F:20])([F:19])[C:3](O)=[CH:4][C:5]([C:7]1[CH:17]=[CH:16][C:10]2[O:11][CH2:12][C:13](=[O:15])[NH:14][C:9]=2[CH:8]=1)=O.Cl.[CH3:22][O:23][C:24]1[CH:29]=[CH:28][C:27]([NH:30][NH2:31])=[CH:26][CH:25]=1, predict the reaction product. The product is: [CH3:22][O:23][C:24]1[CH:29]=[CH:28][C:27]([N:30]2[C:5]([C:7]3[CH:17]=[CH:16][C:10]4[O:11][CH2:12][C:13](=[O:15])[NH:14][C:9]=4[CH:8]=3)=[CH:4][C:3]([C:2]([F:20])([F:19])[F:1])=[N:31]2)=[CH:26][CH:25]=1.